From a dataset of Forward reaction prediction with 1.9M reactions from USPTO patents (1976-2016). Predict the product of the given reaction. (1) Given the reactants [NH2:1][C:2]1[CH:3]=[CH:4][C:5]([CH3:21])=[C:6]([C:8]2[CH:13]=[CH:12][C:11]([C:14]([NH:16][CH2:17][CH:18]3[CH2:20][CH2:19]3)=[O:15])=[CH:10][CH:9]=2)[CH:7]=1.[O:22]1[CH:26]=[CH:25][CH:24]=[C:23]1[CH2:27][C:28](O)=[O:29], predict the reaction product. The product is: [CH:18]1([CH2:17][NH:16][C:14]([C:11]2[CH:12]=[CH:13][C:8]([C:6]3[C:5]([CH3:21])=[CH:4][CH:3]=[C:2]([NH:1][C:28](=[O:29])[CH2:27][C:23]4[O:22][CH:26]=[CH:25][CH:24]=4)[CH:7]=3)=[CH:9][CH:10]=2)=[O:15])[CH2:20][CH2:19]1. (2) The product is: [CH3:1][N:2]([CH3:3])[C:5]1[N:14]=[C:13]([NH:15][CH2:16][C:17]2[CH:22]=[CH:21][C:20]([NH:23][C:24]([CH:26]3[CH2:27][CH2:28][N:29]([CH2:32][C:33]4[CH:34]=[CH:35][C:36]([F:39])=[CH:37][CH:38]=4)[CH2:30][CH2:31]3)=[O:25])=[CH:19][CH:18]=2)[C:12]2[C:7](=[CH:8][CH:9]=[C:10]([C:40]([F:41])([F:42])[F:43])[CH:11]=2)[N:6]=1. Given the reactants [CH3:1][NH:2][CH3:3].Cl[C:5]1[N:14]=[C:13]([NH:15][CH2:16][C:17]2[CH:22]=[CH:21][C:20]([NH:23][C:24]([CH:26]3[CH2:31][CH2:30][N:29]([CH2:32][C:33]4[CH:38]=[CH:37][C:36]([F:39])=[CH:35][CH:34]=4)[CH2:28][CH2:27]3)=[O:25])=[CH:19][CH:18]=2)[C:12]2[C:7](=[CH:8][CH:9]=[C:10]([C:40]([F:43])([F:42])[F:41])[CH:11]=2)[N:6]=1, predict the reaction product. (3) Given the reactants Br[C:2]1[CH:3]=[C:4]2[C:9](=[CH:10][C:11]=1[O:12][CH3:13])[CH:8]=[N:7][CH2:6][CH2:5]2.[CH2:14]([NH2:21])[C:15]1[CH:20]=[CH:19][CH:18]=[CH:17][CH:16]=1.CC(C)([O-])C.[Na+].C(OC)(C)(C)C, predict the reaction product. The product is: [CH2:14]([NH:21][C:2]1[CH:3]=[C:4]2[C:9](=[CH:10][C:11]=1[O:12][CH3:13])[CH:8]=[N:7][CH2:6][CH2:5]2)[C:15]1[CH:20]=[CH:19][CH:18]=[CH:17][CH:16]=1. (4) Given the reactants Cl.[CH2:2]([Si:10]([O:15][CH3:16])([O:13][CH3:14])[O:11][CH3:12])[CH2:3][CH2:4][CH2:5][CH2:6][CH2:7][CH:8]=[CH2:9], predict the reaction product. The product is: [CH:2]([Si:10]([O:15][CH3:16])([O:11][CH3:12])[O:13][CH3:14])=[CH:3][CH2:4][CH2:5][CH2:6][CH2:7][CH2:8][CH3:9]. (5) Given the reactants ClC1N=NC(NS(CC2C=C(C#N)C=CC=2Cl)(=O)=O)=C(O)C=1.[Cl:23][C:24]1[CH:25]=[C:26]([S:31]([NH:34][C:35]2[N:36]=[N:37][C:38]([S:43]([CH3:46])(=[O:45])=[O:44])=[CH:39][C:40]=2[O:41]C)(=[O:33])=[O:32])[CH:27]=[C:28]([Cl:30])[CH:29]=1.ClC1N=NC(NS(CC2C=C(C#N)C=CC=2Cl)(=O)=O)=C(OC)C=1, predict the reaction product. The product is: [Cl:23][C:24]1[CH:25]=[C:26]([S:31]([NH:34][C:35]2[N:36]=[N:37][C:38]([S:43]([CH3:46])(=[O:45])=[O:44])=[CH:39][C:40]=2[OH:41])(=[O:33])=[O:32])[CH:27]=[C:28]([Cl:30])[CH:29]=1.